This data is from Aqueous solubility values for 9,982 compounds from the AqSolDB database. The task is: Regression/Classification. Given a drug SMILES string, predict its absorption, distribution, metabolism, or excretion properties. Task type varies by dataset: regression for continuous measurements (e.g., permeability, clearance, half-life) or binary classification for categorical outcomes (e.g., BBB penetration, CYP inhibition). For this dataset (solubility_aqsoldb), we predict Y. The drug is Cc1cccc(CC(C)(C)CO)c1. The Y is -2.83 log mol/L.